This data is from Experimentally validated miRNA-target interactions with 360,000+ pairs, plus equal number of negative samples. The task is: Binary Classification. Given a miRNA mature sequence and a target amino acid sequence, predict their likelihood of interaction. (1) The miRNA is hsa-miR-6727-3p with sequence UCCUGCCACCUCCUCCGCAG. The protein sequence of the target gene is MALTQGQVTFRDVAIEFSQEEWTCLDPAQRTLYRDVMLENYRNLASLGISCFDLSIISMLEQGKEPFTLESQVQIAGNPDGWEWIKAVITALSSEFVMKDLLHKGKSNTGEVFQTVMLERQESQDIEGCSFREVQKNTHGLEYQCRDAEGNYKGVLLTQEGNLTHGRDEHDKRDARNKLIKNQLGLSLQSHLPELQLFQYEGKIYECNQVEKSFNNNSSVSPPQQMPYNVKTHISKKYLKDFISSLLLTQGQKANNWGSPYKSNGCGMVFPQNSHLASHQRSHTKEKPYKCYECGKAFRT.... Result: 1 (interaction). (2) The miRNA is mmu-miR-466f-3p with sequence CAUACACACACACAUACACAC. The protein sequence of the target gene is MECQEFIVLYTHQKMKKSKVWQDGVLKITHLGNKAILYDDKGACLESLFLKCLEVKPGDDLESERYLITVEEAKAVGSRAVEPDGSREALESGSRTLVSSSRSLGCQPSGLKRKATGFQRPYKMPKKVTITENSEPAASLGDENPGPPGPRLLPTFSSTLPLFPTVGQKDLTPVSTDNQSPITFSNRERSDTPLSLPSSYFKINTNTLGKEDKLCFPVSSETKHSDSLLASEPMRRNGLDSHCPGVSQNVRSKAQILALLKSSSTNRKDLHGEIPGHFPKIEPQGCLNIISKPEEDYAET.... Result: 1 (interaction).